This data is from Reaction yield outcomes from USPTO patents with 853,638 reactions. The task is: Predict the reaction yield, written as a fraction of the theoretical maximum amount of product (1.0 means a 100% yield; for example, 0.34 means a 34% yield). (1) The reactants are [F:1][C:2]1[CH:3]=[N:4][C:5]([Cl:8])=[N:6][CH:7]=1.[C:9](OOC(=O)C1C=CC=CC=1)(=[O:16])C1C=CC=CC=1.FC(F)(F)C(O)=O. The catalyst is CO. The product is [Cl:8][C:5]1[N:6]=[C:7]([CH2:9][OH:16])[C:2]([F:1])=[CH:3][N:4]=1. The yield is 0.250. (2) The reactants are [F:1][C:2]1[CH:7]=[C:6]([F:8])[CH:5]=[CH:4][C:3]=1[C:9]1[C:10]2[CH:22]=[CH:21][C:20](=[O:23])[N:19]([C:24]3[CH:29]=[CH:28][CH:27]=[CH:26][C:25]=3[F:30])[C:11]=2[N:12]=[C:13](S(C)(=O)=O)[N:14]=1.[CH2:31]([NH2:34])[CH2:32][NH2:33]. The catalyst is C1COCC1. The product is [NH2:33][CH2:32][CH2:31][NH:34][C:13]1[N:14]=[C:9]([C:3]2[CH:4]=[CH:5][C:6]([F:8])=[CH:7][C:2]=2[F:1])[C:10]2[CH:22]=[CH:21][C:20](=[O:23])[N:19]([C:24]3[CH:29]=[CH:28][CH:27]=[CH:26][C:25]=3[F:30])[C:11]=2[N:12]=1. The yield is 1.00. (3) The reactants are [Li]CCCC.[CH3:6][N:7]1[CH:11]=[CH:10][N:9]=[CH:8]1.[NH2:12][C:13]1[CH:21]=[CH:20][C:19]([Cl:22])=[CH:18][C:14]=1[C:15](O)=[O:16].[NH4+].[Cl-]. The catalyst is CCCCCC.CCOCC. The product is [NH2:12][C:13]1[CH:21]=[CH:20][C:19]([Cl:22])=[CH:18][C:14]=1[C:15]([C:8]1[N:7]([CH3:6])[CH:11]=[CH:10][N:9]=1)=[O:16]. The yield is 0.137. (4) The reactants are [CH3:1][C:2](=O)[C:3]([CH3:6])([CH3:5])[CH3:4].[C:8](OCC)(=O)[C:9]([O:11][CH2:12][CH3:13])=[O:10].[O-]CC.[Na+].[Na].O.[NH2:24][NH2:25]. The catalyst is C(O)C. The product is [CH2:12]([O:11][C:9]([C:8]1[CH:1]=[C:2]([C:3]([CH3:6])([CH3:5])[CH3:4])[NH:25][N:24]=1)=[O:10])[CH3:13]. The yield is 0.640. (5) The reactants are [NH:1]1[CH:5]=[C:4]([C:6]2[C:7]([C:12]3[CH:17]=[CH:16][C:15]([F:18])=[CH:14][CH:13]=3)=[N:8][O:9][C:10]=2[CH3:11])[N:3]=[CH:2]1.[Br:19][C:20]1[CH:21]=[C:22](B(O)O)[CH:23]=[CH:24][CH:25]=1. No catalyst specified. The yield is 0.120. The product is [Br:19][C:20]1[CH:25]=[C:24]([N:1]2[CH:5]=[C:4]([C:6]3[C:7]([C:12]4[CH:17]=[CH:16][C:15]([F:18])=[CH:14][CH:13]=4)=[N:8][O:9][C:10]=3[CH3:11])[N:3]=[CH:2]2)[CH:23]=[CH:22][CH:21]=1. (6) The reactants are [CH2:1]([O:3][C:4]([CH:6]1[CH2:15][CH2:14][C:13]2[C:8](=[CH:9][CH:10]=[C:11]([O:16][CH3:17])[CH:12]=2)[C:7]1=O)=[O:5])[CH3:2]. The catalyst is CCO.[Pd]. The product is [CH2:1]([O:3][C:4]([CH:6]1[CH2:15][CH2:14][C:13]2[C:8](=[CH:9][CH:10]=[C:11]([O:16][CH3:17])[CH:12]=2)[CH2:7]1)=[O:5])[CH3:2]. The yield is 0.883.